This data is from Full USPTO retrosynthesis dataset with 1.9M reactions from patents (1976-2016). The task is: Predict the reactants needed to synthesize the given product. Given the product [Cl:35][C:19]1[C:20]([NH:22][C:23]2[CH:28]=[CH:27][CH:26]=[CH:25][C:24]=2[C:29]2[N:30]([CH3:34])[CH:31]=[CH:32][N:33]=2)=[N:21][C:16]([NH:1][C:2]2[CH:3]=[CH:4][C:5]3[CH2:11][CH2:10][C:9](=[O:12])[N:8]([CH3:13])[CH2:7][C:6]=3[CH:14]=2)=[N:17][CH:18]=1, predict the reactants needed to synthesize it. The reactants are: [NH2:1][C:2]1[CH:3]=[CH:4][C:5]2[CH2:11][CH2:10][C:9](=[O:12])[N:8]([CH3:13])[CH2:7][C:6]=2[CH:14]=1.Cl[C:16]1[N:21]=[C:20]([NH:22][C:23]2[CH:28]=[CH:27][CH:26]=[CH:25][C:24]=2[C:29]2[N:30]([CH3:34])[CH:31]=[CH:32][N:33]=2)[C:19]([Cl:35])=[CH:18][N:17]=1.